From a dataset of Reaction yield outcomes from USPTO patents with 853,638 reactions. Predict the reaction yield, written as a fraction of the theoretical maximum amount of product (1.0 means a 100% yield; for example, 0.34 means a 34% yield). (1) The reactants are [CH2:1]([O:8][C:9]([N:11]1[CH2:16][CH2:15][CH:14]([NH:17][NH2:18])[CH2:13][CH2:12]1)=[O:10])[C:2]1[CH:7]=[CH:6][CH:5]=[CH:4][CH:3]=1.[CH3:19][C:20]([CH3:27])([CH3:26])[C:21](=O)[CH2:22][C:23]#[N:24].Cl. The catalyst is CCO. The product is [CH2:1]([O:8][C:9]([N:11]1[CH2:12][CH2:13][CH:14]([N:17]2[C:23]([NH2:24])=[CH:22][C:21]([C:20]([CH3:27])([CH3:26])[CH3:19])=[N:18]2)[CH2:15][CH2:16]1)=[O:10])[C:2]1[CH:7]=[CH:6][CH:5]=[CH:4][CH:3]=1. The yield is 0.210. (2) The reactants are [S:1].[CH3:2][N:3]([CH:5]([CH2:11][S:12][C:13]([NH2:15])=[O:14])[CH2:6][S:7][C:8]([NH2:10])=[O:9])[CH3:4].[ClH:16].O.[S:18]([O-:22])([O-:21])(=[O:20])=[O:19].[Zn+2:23].C1(S([O-])(=O)=O)C2C(=CC=CC=2)C=CC=1. No catalyst specified. The product is [S:1].[CH3:4][N:3]([CH:5]([CH2:6][S:7][C:8]([NH2:10])=[O:9])[CH2:11][S:12][C:13]([NH2:15])=[O:14])[CH3:2].[ClH:16].[S:18]([O-:22])([O-:21])(=[O:20])=[O:19].[Zn+2:23]. The yield is 0.500. (3) The reactants are [O-]S([O-])(=O)=O.[Mg+2].OS(O)(=O)=O.[Br:12][C:13]1[CH:21]=[CH:20][C:16]([C:17]([OH:19])=[O:18])=[CH:15][C:14]=1[O:22][CH3:23].[CH3:24][C:25](O)([CH3:27])[CH3:26]. The catalyst is C(Cl)Cl. The product is [Br:12][C:13]1[CH:21]=[CH:20][C:16]([C:17]([O:19][C:25]([CH3:27])([CH3:26])[CH3:24])=[O:18])=[CH:15][C:14]=1[O:22][CH3:23]. The yield is 0.140. (4) The reactants are [NH2:1][C:2]1[CH:7]=[C:6]([C:8]2[C:9]([C:20]3[CH:25]=[CH:24][CH:23]=[CH:22][C:21]=3[F:26])=[N:10][N:11]([C:13]3[CH:18]=[CH:17][C:16](=[O:19])[NH:15][N:14]=3)[CH:12]=2)[CH:5]=[CH:4][N:3]=1.NC1C=C(C2C(C3C=CC(F)=CC=3)=NN(C3C=CC4N(C=NN=4)N=3)C=2)C=CN=1.[CH:55]1([C:58](Cl)=[O:59])[CH2:57][CH2:56]1. No catalyst specified. The product is [CH:55]1([C:58]([NH:1][C:2]2[CH:7]=[C:6]([C:8]3[C:9]([C:20]4[CH:25]=[CH:24][CH:23]=[CH:22][C:21]=4[F:26])=[N:10][N:11]([C:13]4[CH:18]=[CH:17][C:16](=[O:19])[NH:15][N:14]=4)[CH:12]=3)[CH:5]=[CH:4][N:3]=2)=[O:59])[CH2:57][CH2:56]1. The yield is 0.310. (5) The reactants are [C:1]([O:5][C:6]([NH:8][CH2:9][CH2:10][CH2:11][CH2:12][CH2:13][NH2:14])=[O:7])([CH3:4])([CH3:3])[CH3:2].C(N(CC)CC)C.[Cl:22][CH2:23][CH2:24][S:25](Cl)(=[O:27])=[O:26]. The catalyst is ClCCl. The product is [C:1]([O:5][C:6]([NH:8][CH2:9][CH2:10][CH2:11][CH2:12][CH2:13][NH:14][S:25]([CH2:24][CH2:23][Cl:22])(=[O:27])=[O:26])=[O:7])([CH3:4])([CH3:3])[CH3:2]. The yield is 1.00. (6) The reactants are [OH:1][C:2]1[CH:15]=[CH:14][C:5]2[C@H:6]([CH2:9][C:10]([O:12][CH3:13])=[O:11])[CH2:7][O:8][C:4]=2[CH:3]=1.[F:16][C:17]1[C:18]([CH3:40])=[C:19]([C:32]2[CH:37]=[CH:36][CH:35]=[C:34]([CH2:38]O)[CH:33]=2)[C:20]([CH3:31])=[CH:21][C:22]=1[O:23][CH2:24][CH2:25][CH2:26][S:27]([CH3:30])(=[O:29])=[O:28].C(P(CCCC)CCCC)CCC.N(C(N1CCCCC1)=O)=NC(N1CCCCC1)=O. The catalyst is CCCCCC.O1CCCC1.C1(C)C=CC=CC=1. The product is [F:16][C:17]1[C:18]([CH3:40])=[C:19]([C:32]2[CH:37]=[CH:36][CH:35]=[C:34]([CH2:38][O:1][C:2]3[CH:15]=[CH:14][C:5]4[C@H:6]([CH2:9][C:10]([O:12][CH3:13])=[O:11])[CH2:7][O:8][C:4]=4[CH:3]=3)[CH:33]=2)[C:20]([CH3:31])=[CH:21][C:22]=1[O:23][CH2:24][CH2:25][CH2:26][S:27]([CH3:30])(=[O:29])=[O:28]. The yield is 0.770. (7) The reactants are [CH3:1][S:2]([C:5]1[N:10]=[CH:9][C:8]([O:11][C:12]2[CH:13]=[C:14]3[C:18](=[CH:19][CH:20]=2)[NH:17][C:16]([C:21]2[S:22][CH:23]([CH2:26][C:27]([OH:29])=O)[CH2:24][N:25]=2)=[CH:15]3)=[CH:7][CH:6]=1)(=[O:4])=[O:3].O.ON1C2C=CC=CC=2N=N1.Cl.C(N=C=NCCCN(C)C)C.[CH3:53][O:54][CH2:55][CH2:56][NH2:57]. The catalyst is CN(C)C=O.CCCCCC.C(OCC)(=O)C.CO.O. The product is [CH3:53][O:54][CH2:55][CH2:56][NH:57][C:27](=[O:29])[CH2:26][CH:23]1[S:22][C:21]([C:16]2[NH:17][C:18]3[C:14]([CH:15]=2)=[CH:13][C:12]([O:11][C:8]2[CH:9]=[N:10][C:5]([S:2]([CH3:1])(=[O:3])=[O:4])=[CH:6][CH:7]=2)=[CH:20][CH:19]=3)=[N:25][CH2:24]1. The yield is 0.600. (8) The reactants are [H-].[Na+].C(OP([CH2:11][C:12]([O:14][C:15]([CH3:18])([CH3:17])[CH3:16])=[O:13])(OCC)=O)C.[Br:19][C:20]1[CH:27]=[CH:26][CH:25]=[CH:24][C:21]=1[CH:22]=O.O. The catalyst is O1CCCC1. The product is [Br:19][C:20]1[CH:27]=[CH:26][CH:25]=[CH:24][C:21]=1/[CH:22]=[CH:11]/[C:12]([O:14][C:15]([CH3:16])([CH3:17])[CH3:18])=[O:13]. The yield is 0.840.